From a dataset of Forward reaction prediction with 1.9M reactions from USPTO patents (1976-2016). Predict the product of the given reaction. (1) Given the reactants OS(O)(=O)=O.[CH3:6][N:7]1[CH:11]=[C:10]([N+:12]([O-:14])=[O:13])[CH:9]=[C:8]1[C:15]([OH:17])=[O:16].O.[CH3:19]O, predict the reaction product. The product is: [CH3:6][N:7]1[CH:11]=[C:10]([N+:12]([O-:14])=[O:13])[CH:9]=[C:8]1[C:15]([O:17][CH3:19])=[O:16]. (2) The product is: [OH:1][C:2]1[CH:19]=[CH:18][C:17]2[C@@H:16]3[C@H:7]([C@H:8]4[C@@:12]([CH2:14][C@@H:15]3[CH2:20][CH2:21][CH2:22][CH2:23][CH2:24][CH2:25][CH2:26][CH2:27][CH2:28][CH:29]([CH2:35][CH2:36][C:37]([F:48])([F:49])[C:38]([F:46])([F:47])[C:39]([F:44])([F:45])[C:40]([F:41])([F:42])[F:43])[C:30]([OH:32])=[O:31])([CH3:13])[C@@H:11]([OH:50])[CH2:10][CH2:9]4)[CH2:6][CH2:5][C:4]=2[CH:3]=1. Given the reactants [OH:1][C:2]1[CH:19]=[CH:18][C:17]2[C@@H:16]3[C@H:7]([C@H:8]4[C@@:12]([CH2:14][C@@H:15]3[CH2:20][CH2:21][CH2:22][CH2:23][CH2:24][CH2:25][CH2:26][CH2:27][CH2:28][CH:29]([CH2:35][CH2:36][C:37]([F:49])([F:48])[C:38]([F:47])([F:46])[C:39]([F:45])([F:44])[C:40]([F:43])([F:42])[F:41])[C:30]([O:32]CC)=[O:31])([CH3:13])[C@@H:11]([OH:50])[CH2:10][CH2:9]4)[CH2:6][CH2:5][C:4]=2[CH:3]=1.[OH-].[Na+].Cl, predict the reaction product. (3) Given the reactants O=P(Cl)(Cl)[Cl:3].[C:6]([CH2:9][S:10][C:11]1[CH:19]=[CH:18][CH:17]=[CH:16][C:12]=1[C:13](O)=O)(O)=[O:7].[CH3:20][N+:21]([CH3:24])=[CH:22][Cl:23].[Cl-:25], predict the reaction product. The product is: [CH3:20][N+:21]([CH3:24])=[CH:22][Cl:23].[Cl-:3].[Cl:25][C:13]1[C:12]2[CH:16]=[CH:17][CH:18]=[CH:19][C:11]=2[S:10][C:9]=1[CH:6]=[O:7]. (4) Given the reactants [CH2:1]([S:4][C:5]1[CH:6]=[C:7]([CH:36]=[CH:37][CH:38]=1)[C:8]([NH:10][C@@H:11]([CH2:27][C:28]1[CH:33]=[C:32]([F:34])[CH:31]=[C:30]([F:35])[CH:29]=1)[C@H:12]([OH:26])[CH2:13][NH:14][C:15]1([C:18]2[CH:23]=[CH:22][CH:21]=[C:20]([CH2:24][CH3:25])[CH:19]=2)[CH2:17][CH2:16]1)=[O:9])[CH:2]=[CH2:3].CC(O)=[O:41].C1C=C(Cl)C=C(C(OO)=O)C=1, predict the reaction product. The product is: [CH2:1]([S:4]([C:5]1[CH:6]=[C:7]([CH:36]=[CH:37][CH:38]=1)[C:8]([NH:10][C@@H:11]([CH2:27][C:28]1[CH:29]=[C:30]([F:35])[CH:31]=[C:32]([F:34])[CH:33]=1)[C@H:12]([OH:26])[CH2:13][NH:14][C:15]1([C:18]2[CH:23]=[CH:22][CH:21]=[C:20]([CH2:24][CH3:25])[CH:19]=2)[CH2:17][CH2:16]1)=[O:9])=[O:41])[CH:2]=[CH2:3]. (5) Given the reactants [CH3:1][C:2]1[NH:3][C:4]2[CH2:5][C:6]([CH3:23])([CH3:22])[CH2:7][C:8](=[O:21])[C:9]=2[C:10]=1[CH2:11][C:12]1[CH:17]=[CH:16][CH:15]=[CH:14][C:13]=1[N+:18]([O-:20])=[O:19].Br[CH2:25][C:26]([O:28][CH2:29][CH3:30])=[O:27].[I-].[K+].C(=O)([O-])[O-].[K+].[K+].[Cl-].[NH4+], predict the reaction product. The product is: [CH3:1][C:2]1[N:3]([CH2:25][C:26]([O:28][CH2:29][CH3:30])=[O:27])[C:4]2[CH2:5][C:6]([CH3:23])([CH3:22])[CH2:7][C:8](=[O:21])[C:9]=2[C:10]=1[CH2:11][C:12]1[CH:17]=[CH:16][CH:15]=[CH:14][C:13]=1[N+:18]([O-:20])=[O:19]. (6) Given the reactants [F:1][CH:2]([CH3:12])[CH2:3][O:4][C:5]1[C:10]([NH2:11])=[CH:9][CH:8]=[CH:7][N:6]=1.[CH3:13][O:14][C:15]([C:17]1[S:26][C:20]2[N:21]=[CH:22][N:23]=[C:24](Cl)[C:19]=2[C:18]=1[CH3:27])=[O:16].Cl.CN1CCC(=C2C3C(=CC=CC=3)C=CC3C2=CC=CC=3)CC1, predict the reaction product. The product is: [CH3:13][O:14][C:15]([C:17]1[S:26][C:20]2[N:21]=[CH:22][N:23]=[C:24]([NH:11][C:10]3[C:5]([O:4][CH2:3][CH:2]([F:1])[CH3:12])=[N:6][CH:7]=[CH:8][CH:9]=3)[C:19]=2[C:18]=1[CH3:27])=[O:16]. (7) The product is: [Cl:19][C:20]1[CH:21]=[CH:22][C:23]([C:26]([OH:27])([CH3:28])[CH2:29][N:8]2[C:9]3[CH:10]=[CH:11][C:12]([CH3:18])=[CH:13][C:14]=3[C:15]3[CH2:16][CH2:17][N:4]([CH3:3])[CH2:5][CH2:6][C:7]2=3)=[CH:24][CH:25]=1. Given the reactants [H-].[Na+].[CH3:3][N:4]1[CH2:17][CH2:16][C:15]2[C:14]3[CH:13]=[C:12]([CH3:18])[CH:11]=[CH:10][C:9]=3[NH:8][C:7]=2[CH2:6][CH2:5]1.[Cl:19][C:20]1[CH:25]=[CH:24][C:23]([C:26]2([CH3:29])[CH2:28][O:27]2)=[CH:22][CH:21]=1.C(O)(=O)C(O)=O, predict the reaction product. (8) Given the reactants [C:1]([NH:8][C@H:9]([C:14]([OH:16])=[O:15])[CH2:10][C:11]([OH:13])=[O:12])([O:3][C:4]([CH3:7])([CH3:6])[CH3:5])=[O:2].C(Cl)Cl.Cl.C(N=C=N[CH2:26][CH2:27][CH2:28]N(C)C)C.[CH3:32][C:33]1[CH2:38][CH2:37][CH2:36][C:35]([CH3:40])([CH3:39])[C:34]=1/[CH:41]=[CH:42]/[C:43](/[CH3:52])=[CH:44]/[CH:45]=[CH:46]/[C:47](/[CH3:51])=[CH:48]/[CH2:49]O, predict the reaction product. The product is: [CH3:51]/[C:47](/[CH:46]=[CH:45]/[CH:44]=[C:27](\[CH3:26])/[CH:28]=[CH:41]/[C:34]1[C:35]([CH3:39])([CH3:40])[CH2:36][CH2:37][CH2:38][C:33]=1[CH3:32])=[CH:48]\[CH2:49][O:15][C:14](=[O:16])[C@@H:9]([NH:8][C:1]([O:3][C:4]([CH3:7])([CH3:6])[CH3:5])=[O:2])[CH2:10][C:11]([O:13][CH2:49]/[CH:48]=[C:47](\[CH3:51])/[CH:46]=[CH:45]/[CH:44]=[C:43](\[CH3:52])/[CH:42]=[CH:41]/[C:34]1[C:35]([CH3:40])([CH3:39])[CH2:36][CH2:37][CH2:38][C:33]=1[CH3:32])=[O:12].